Dataset: Tyrosyl-DNA phosphodiesterase HTS with 341,365 compounds. Task: Binary Classification. Given a drug SMILES string, predict its activity (active/inactive) in a high-throughput screening assay against a specified biological target. (1) The molecule is Clc1cc(N2CCN(C3C(NS(=O)(=O)c4ccccc4)CCCC3)CC2)ccc1. The result is 0 (inactive). (2) The molecule is S(=O)(=O)(N(c1c(cccc1)C(=O)Nc1ccc(cc1)C(OC)=O)C)c1ccccc1. The result is 0 (inactive). (3) The drug is O=C(N1CCC(NC(=O)c2occc2)CC1)Nc1cc(OC)ccc1. The result is 0 (inactive). (4) The drug is S(=O)(=O)(CCC(=O)NC1CCCC1)c1ccc(cc1)C. The result is 0 (inactive). (5) The result is 0 (inactive). The molecule is S1(=O)(=O)CC(N(C)C(=O)COC(=O)c2c(Sc3ccccc3)ccc([N+]([O-])=O)c2)CC1. (6) The drug is S1(=O)(=O)CC(N(Cc2sccc2)C(=O)COc2cc(cc(c2)C)C)CC1. The result is 0 (inactive). (7) The drug is Brc1oc(C(=O)Nc2nn(nn2)CC)cc1. The result is 0 (inactive). (8) The compound is O=C(N1CCCc2c1cccc2)CCCOc1ccc(OC)cc1. The result is 0 (inactive).